Dataset: NCI-60 drug combinations with 297,098 pairs across 59 cell lines. Task: Regression. Given two drug SMILES strings and cell line genomic features, predict the synergy score measuring deviation from expected non-interaction effect. (1) Drug 1: C1=CN(C(=O)N=C1N)C2C(C(C(O2)CO)O)O.Cl. Drug 2: CCC1(CC2CC(C3=C(CCN(C2)C1)C4=CC=CC=C4N3)(C5=C(C=C6C(=C5)C78CCN9C7C(C=CC9)(C(C(C8N6C)(C(=O)OC)O)OC(=O)C)CC)OC)C(=O)OC)O.OS(=O)(=O)O. Cell line: IGROV1. Synergy scores: CSS=8.39, Synergy_ZIP=-2.63, Synergy_Bliss=-0.854, Synergy_Loewe=-2.98, Synergy_HSA=-1.22. (2) Drug 1: CCC1(CC2CC(C3=C(CCN(C2)C1)C4=CC=CC=C4N3)(C5=C(C=C6C(=C5)C78CCN9C7C(C=CC9)(C(C(C8N6C)(C(=O)OC)O)OC(=O)C)CC)OC)C(=O)OC)O.OS(=O)(=O)O. Drug 2: CC1C(C(CC(O1)OC2CC(CC3=C2C(=C4C(=C3O)C(=O)C5=CC=CC=C5C4=O)O)(C(=O)C)O)N)O. Cell line: LOX IMVI. Synergy scores: CSS=54.2, Synergy_ZIP=-3.23, Synergy_Bliss=0.550, Synergy_Loewe=1.42, Synergy_HSA=3.90.